This data is from Forward reaction prediction with 1.9M reactions from USPTO patents (1976-2016). The task is: Predict the product of the given reaction. (1) Given the reactants [Br:1][C:2]1[CH:3]=[N:4][CH:5]=[C:6](I)[CH:7]=1.[N:9]1([CH2:14][CH2:15][N:16]2[CH:20]=[C:19](B3OC(C)(C)C(C)(C)O3)[CH:18]=[N:17]2)[CH2:13][CH2:12][CH2:11][CH2:10]1.O.O.O.P([O-])([O-])([O-])=O.[K+].[K+].[K+], predict the reaction product. The product is: [Br:1][C:2]1[CH:3]=[N:4][CH:5]=[C:6]([C:19]2[CH:18]=[N:17][N:16]([CH2:15][CH2:14][N:9]3[CH2:13][CH2:12][CH2:11][CH2:10]3)[CH:20]=2)[CH:7]=1. (2) Given the reactants [Br:1][C:2]1[C:3]([OH:12])=[C:4]([C:9](=[O:11])[CH3:10])[CH:5]=[C:6]([Cl:8])[CH:7]=1.[C:13](=O)([O-])[O-].[K+].[K+].CI, predict the reaction product. The product is: [Br:1][C:2]1[C:3]([O:12][CH3:13])=[C:4]([C:9](=[O:11])[CH3:10])[CH:5]=[C:6]([Cl:8])[CH:7]=1. (3) The product is: [Cl:8][C:9]1[CH:10]=[C:11]([NH:16][C:17]2[C:26]3[C:21](=[CH:22][C:23]([O:4][CH3:3])=[C:24]([S:27][CH:28]4[CH2:29][CH2:30][NH:31][CH2:32][CH2:33]4)[CH:25]=3)[N:20]=[CH:19][N:18]=2)[CH:12]=[CH:13][C:14]=1[F:15]. Given the reactants FC(F)(F)[C:3]([O-])=[O:4].[Cl:8][C:9]1[CH:10]=[C:11]([N:16](CC2C=CC(OC)=C(OC)C=2)[C:17]2[C:26]3[C:21](=[CH:22][CH:23]=[C:24]([S:27][CH:28]4[CH2:33][CH2:32][N:31](C(OC(C)(C)C)=O)[CH2:30][CH2:29]4)[CH:25]=3)[N:20]=[C:19](OC)[N:18]=2)[CH:12]=[CH:13][C:14]=1[F:15], predict the reaction product. (4) Given the reactants O.[O:2]=[C:3]([OH:15])[C@@H:4]([C@H:6]([C@@H:8]([C@@H:10]([C:12]([OH:14])=[O:13])O)O)O)O.[H][H], predict the reaction product. The product is: [C:12]([OH:14])(=[O:13])[CH2:10][CH2:8][CH2:6][CH2:4][C:3]([OH:15])=[O:2]. (5) Given the reactants [C:1]([O:5][C:6](=[O:13])[NH:7][CH2:8][CH2:9][CH2:10][CH2:11][NH2:12])([CH3:4])([CH3:3])[CH3:2].[C:14]([C:17]1[CH:22]=[CH:21][CH:20]=[CH:19][N:18]=1)(=O)[CH3:15], predict the reaction product. The product is: [C:1]([O:5][C:6](=[O:13])[NH:7][CH2:8][CH2:9][CH2:10][CH2:11][NH:12][CH:14]([C:17]1[CH:22]=[CH:21][CH:20]=[CH:19][N:18]=1)[CH3:15])([CH3:4])([CH3:2])[CH3:3].